From a dataset of Forward reaction prediction with 1.9M reactions from USPTO patents (1976-2016). Predict the product of the given reaction. (1) Given the reactants [Cl:1][C:2]1[CH:3]=[C:4]([CH:27]=[CH:28][C:29]=1[F:30])[CH2:5][N:6]1[C:11](=[O:12])[C:10]2[C:13]([O:22][CH3:23])=[C:14]3[C:19](=[O:20])[N:18]([CH3:21])[CH2:17][CH2:16][N:15]3[C:9]=2[C:8]([CH2:24][C:25]#[N:26])=[N:7]1.C[Si]([N-][Si](C)(C)C)(C)C.[Li+].Br[CH2:42][C:43]([O:45][CH3:46])=[O:44], predict the reaction product. The product is: [Cl:1][C:2]1[CH:3]=[C:4]([CH:27]=[CH:28][C:29]=1[F:30])[CH2:5][N:6]1[C:11](=[O:12])[C:10]2[C:13]([O:22][CH3:23])=[C:14]3[C:19](=[O:20])[N:18]([CH3:21])[CH2:17][CH2:16][N:15]3[C:9]=2[C:8]([CH:24]([C:25]#[N:26])[CH2:42][C:43]([O:45][CH3:46])=[O:44])=[N:7]1. (2) The product is: [OH:34][CH2:33][CH2:32][C:31]1[CH:35]=[CH:36][C:28]([NH:27][C:11]2[C:10]3[C:8](=[O:9])[C:5]4[C:4](=[CH:3][C:2]([CH3:1])=[CH:7][CH:6]=4)[C:16](=[O:17])[C:15]=3[C:14]([NH:27][C:28]3[CH:36]=[CH:35][C:31]([CH2:25][CH2:24][OH:26])=[CH:30][CH:29]=3)=[CH:13][CH:12]=2)=[CH:29][CH:30]=1. Given the reactants [CH3:1][C:2]1[CH:7]=[CH:6][C:5]2[C:8]([C:10]3[C:15]([C:16](=[O:17])[C:4]=2[CH:3]=1)=[C:14](O)[CH:13]=[CH:12][C:11]=3O)=[O:9].B(O)(O)O.[CH2:24]([OH:26])[CH3:25].[NH2:27][C:28]1[CH:36]=[CH:35][C:31]([CH2:32][CH2:33][OH:34])=[CH:30][CH:29]=1, predict the reaction product.